From a dataset of Forward reaction prediction with 1.9M reactions from USPTO patents (1976-2016). Predict the product of the given reaction. (1) The product is: [NH2:18][C:19]1[CH:27]=[CH:26][C:25]([O:28][C:29]([F:30])([F:31])[F:32])=[CH:24][C:20]=1[C:21]([NH:9][NH:8][C:6]1[CH:7]=[C:2]([Cl:1])[CH:3]=[CH:4][C:5]=1[S:10]([CH:13]1[CH2:17][CH2:16][CH2:15][CH2:14]1)(=[O:12])=[O:11])=[O:22]. Given the reactants [Cl:1][C:2]1[CH:3]=[CH:4][C:5]([S:10]([CH:13]2[CH2:17][CH2:16][CH2:15][CH2:14]2)(=[O:12])=[O:11])=[C:6]([NH:8][NH2:9])[CH:7]=1.[NH2:18][C:19]1[CH:27]=[CH:26][C:25]([O:28][C:29]([F:32])([F:31])[F:30])=[CH:24][C:20]=1[C:21](O)=[O:22].BrC1C(C)=CC(C(NNC2C=C(Cl)C=CC=2SCC)=O)=C([N+]([O-])=O)C=1, predict the reaction product. (2) Given the reactants [CH3:1][O:2][C:3]1[CH:4]=[CH:5][C:6]2[O:10][C:9]([NH:11][CH:12]3[CH2:17][CH2:16][NH:15][CH2:14][CH2:13]3)=[N:8][C:7]=2[CH:18]=1.[CH2:19]([O:21][C:22]1[CH:23]=[C:24]([CH:27]=[C:28]([O:35][CH2:36][CH3:37])[C:29]=1[N:30]1[CH:34]=[CH:33][CH:32]=[CH:31]1)[CH:25]=O)[CH3:20].C([BH3-])#N.[Na+].C(N(C(C)C)C(C)C)C, predict the reaction product. The product is: [CH2:19]([O:21][C:22]1[CH:23]=[C:24]([CH:27]=[C:28]([O:35][CH2:36][CH3:37])[C:29]=1[N:30]1[CH:34]=[CH:33][CH:32]=[CH:31]1)[CH2:25][N:15]1[CH2:16][CH2:17][CH:12]([NH:11][C:9]2[O:10][C:6]3[CH:5]=[CH:4][C:3]([O:2][CH3:1])=[CH:18][C:7]=3[N:8]=2)[CH2:13][CH2:14]1)[CH3:20].